From a dataset of Reaction yield outcomes from USPTO patents with 853,638 reactions. Predict the reaction yield, written as a fraction of the theoretical maximum amount of product (1.0 means a 100% yield; for example, 0.34 means a 34% yield). (1) The reactants are Br[CH2:2][C:3]([C:5]1[C:6]([CH2:13][O:14][CH:15]2[CH2:18][CH2:17][CH2:16]2)=[N:7][N:8](COC)[CH:9]=1)=O.[CH3:19][C:20]1[CH:25]=[CH:24][N:23]=[C:22]([NH:26][C:27]([NH2:29])=[S:28])[N:21]=1. The catalyst is CCO. The product is [CH:15]1([O:14][CH2:13][C:6]2[NH:7][N:8]=[CH:9][C:5]=2[C:3]2[N:29]=[C:27]([NH:26][C:22]3[N:21]=[C:20]([CH3:19])[CH:25]=[CH:24][N:23]=3)[S:28][CH:2]=2)[CH2:18][CH2:17][CH2:16]1. The yield is 0.0800. (2) The reactants are [OH:1][C:2]1[CH:3]=[C:4]([C:8]2[N:9]=[C:10]3[C:15](=[N:16][C:17]=2[C:18]2[CH:23]=[CH:22][CH:21]=[C:20]([OH:24])[CH:19]=2)[N:14]=[CH:13][N:12]=[C:11]3[NH2:25])[CH:5]=[CH:6][CH:7]=1.[ClH:26].C(OCC)C. The catalyst is CO. The product is [ClH:26].[OH:1][C:2]1[CH:3]=[C:4]([C:8]2[N:9]=[C:10]3[C:15](=[N:16][C:17]=2[C:18]2[CH:23]=[CH:22][CH:21]=[C:20]([OH:24])[CH:19]=2)[N:14]=[CH:13][N:12]=[C:11]3[NH2:25])[CH:5]=[CH:6][CH:7]=1. The yield is 0.947.